Regression. Given two drug SMILES strings and cell line genomic features, predict the synergy score measuring deviation from expected non-interaction effect. From a dataset of Merck oncology drug combination screen with 23,052 pairs across 39 cell lines. (1) Drug 1: CN(C)C(=N)N=C(N)N. Drug 2: O=C(CCCCCCC(=O)Nc1ccccc1)NO. Cell line: RPMI7951. Synergy scores: synergy=5.14. (2) Drug 1: O=C(NOCC(O)CO)c1ccc(F)c(F)c1Nc1ccc(I)cc1F. Drug 2: NC1CCCCC1N.O=C(O)C(=O)O.[Pt+2]. Cell line: COLO320DM. Synergy scores: synergy=-0.649.